Dataset: Full USPTO retrosynthesis dataset with 1.9M reactions from patents (1976-2016). Task: Predict the reactants needed to synthesize the given product. (1) Given the product [C:27]([O:31][C:32](=[O:56])[CH2:33][CH2:34][N:35]([C:49]([O:51][C:52]([CH3:55])([CH3:54])[CH3:53])=[O:50])[CH2:36][C:37](=[O:48])[N:19]1[C:20]2[C:16](=[CH:15][C:14]([O:13][CH2:12][C:10]3[C:9]([C:23]([F:26])([F:24])[F:25])=[N:8][N:7]([CH:1]4[CH2:6][CH2:5][CH2:4][CH2:3][CH2:2]4)[CH:11]=3)=[CH:22][CH:21]=2)[CH2:17][CH2:18]1)([CH3:29])([CH3:30])[CH3:28], predict the reactants needed to synthesize it. The reactants are: [CH:1]1([N:7]2[CH:11]=[C:10]([CH2:12][O:13][C:14]3[CH:15]=[C:16]4[C:20](=[CH:21][CH:22]=3)[NH:19][CH2:18][CH2:17]4)[C:9]([C:23]([F:26])([F:25])[F:24])=[N:8]2)[CH2:6][CH2:5][CH2:4][CH2:3][CH2:2]1.[C:27]([O:31][C:32](=[O:56])[CH2:33][CH2:34][N:35]([C:49]([O:51][C:52]([CH3:55])([CH3:54])[CH3:53])=[O:50])[CH2:36][C:37](=[O:48])N1C2C(=CC(O)=CC=2)CC1)([CH3:30])([CH3:29])[CH3:28].CCN=C=NCCCN(C)C.Cl.C1C=CC2N(O)N=NC=2C=1.CCN(C(C)C)C(C)C.C(=O)([O-])O.[Na+]. (2) Given the product [Br:22][C:23]1[CH:28]=[CH:27][CH:26]=[C:25]([CH:29]([C:30]2[CH:35]=[CH:34][CH:33]=[C:32]([O:36][CH3:37])[N:31]=2)[CH:7]([C:8]2[CH:9]=[N:10][CH:11]=[CH:12][CH:13]=2)[C:3]2[CH:2]=[N:1][CH:6]=[CH:5][CH:4]=2)[N:24]=1, predict the reactants needed to synthesize it. The reactants are: [N:1]1[CH:6]=[CH:5][CH:4]=[C:3]([CH2:7][C:8]2[CH:9]=[N:10][CH:11]=[CH:12][CH:13]=2)[CH:2]=1.[Li+].CC([N-]C(C)C)C.[Br:22][C:23]1[CH:28]=[CH:27][CH:26]=[C:25]([CH:29](Cl)[C:30]2[CH:35]=[CH:34][CH:33]=[C:32]([O:36][CH3:37])[N:31]=2)[N:24]=1. (3) The reactants are: [O:1]=[C:2]([CH3:30])[CH:3]=[CH:4][C:5]1[CH:6]=[CH:7][C:8]([NH:11][C:12](=[O:29])[CH:13]([NH:17][C:18](=[O:28])[CH2:19][C:20]2[CH:25]=[C:24]([F:26])[CH:23]=[C:22]([F:27])[CH:21]=2)[CH2:14][CH2:15][CH3:16])=[N:9][CH:10]=1. Given the product [O:1]=[C:2]([CH3:30])[CH2:3][CH2:4][C:5]1[CH:6]=[CH:7][C:8]([NH:11][C:12](=[O:29])[CH:13]([NH:17][C:18](=[O:28])[CH2:19][C:20]2[CH:25]=[C:24]([F:26])[CH:23]=[C:22]([F:27])[CH:21]=2)[CH2:14][CH2:15][CH3:16])=[N:9][CH:10]=1, predict the reactants needed to synthesize it. (4) Given the product [CH3:1][C:2]1[N:7]2[CH:8]=[CH:9][N:10]=[C:6]2[C:5]([C:11]2[CH:16]=[CH:15][CH:14]=[CH:13][CH:12]=2)=[C:4]([C:17]2[CH:24]=[CH:23][C:20]([CH2:21][N:27]3[CH2:32][CH2:31][CH:30]([C:33]4[N:34]=[C:35]([C:38]5[CH:43]=[CH:42][CH:41]=[CH:40][N:39]=5)[NH:36][N:37]=4)[CH2:29][CH2:28]3)=[CH:19][CH:18]=2)[N:3]=1, predict the reactants needed to synthesize it. The reactants are: [CH3:1][C:2]1[N:7]2[CH:8]=[CH:9][N:10]=[C:6]2[C:5]([C:11]2[CH:16]=[CH:15][CH:14]=[CH:13][CH:12]=2)=[C:4]([C:17]2[CH:24]=[CH:23][C:20]([CH:21]=O)=[CH:19][CH:18]=2)[N:3]=1.Cl.Cl.[NH:27]1[CH2:32][CH2:31][CH:30]([C:33]2[N:34]=[C:35]([C:38]3[CH:43]=[CH:42][CH:41]=[CH:40][N:39]=3)[NH:36][N:37]=2)[CH2:29][CH2:28]1.C(N(CC)CC)C.[BH-](OC(C)=O)(OC(C)=O)OC(C)=O.[Na+]. (5) Given the product [CH3:2][N:3]1[C:4]2([CH2:12][C:11]3[C:6](=[CH:7][CH:8]=[CH:9][CH:10]=3)[CH2:5]2)[C:13](=[O:21])[NH:14][C:16]1=[O:15], predict the reactants needed to synthesize it. The reactants are: Cl.[CH3:2][NH:3][C:4]1([C:13]#[N:14])[CH2:12][C:11]2[C:6](=[CH:7][CH:8]=[CH:9][CH:10]=2)[CH2:5]1.[O-:15][C:16]#N.[K+].CC(O)=[O:21]. (6) Given the product [ClH:1].[Cl:22][C:5]1[C:6]([NH:8][C:9]2[CH:14]=[CH:13][C:12]([O:15][CH3:16])=[CH:11][C:10]=2[NH:17][S:18]([CH3:21])(=[O:20])=[O:19])=[N:7][C:2]([NH:26][C:25]2[CH:27]=[CH:28][C:29]([CH3:31])=[CH:30][C:24]=2[CH3:23])=[N:3][CH:4]=1, predict the reactants needed to synthesize it. The reactants are: [Cl:1][C:2]1[N:7]=[C:6]([NH:8][C:9]2[CH:14]=[CH:13][C:12]([O:15][CH3:16])=[CH:11][C:10]=2[NH:17][S:18]([CH3:21])(=[O:20])=[O:19])[C:5]([Cl:22])=[CH:4][N:3]=1.[CH3:23][C:24]1[CH:30]=[C:29]([CH3:31])[CH:28]=[CH:27][C:25]=1[NH2:26]. (7) Given the product [CH2:1]([N:8]1[CH2:14][C:15]([CH3:33])([CH3:32])[CH2:16][C@@H:17]([NH:24][C:25](=[O:26])[O:27][C:28]([CH3:31])([CH3:30])[CH3:29])[CH2:18]1)[C:2]1[CH:7]=[CH:6][CH:5]=[CH:4][CH:3]=1, predict the reactants needed to synthesize it. The reactants are: [CH2:1]([NH2:8])[C:2]1[CH:7]=[CH:6][CH:5]=[CH:4][CH:3]=1.CS(O[CH2:14][C:15]([CH3:33])([CH3:32])[CH2:16][C@@H:17]([NH:24][C:25]([O:27][C:28]([CH3:31])([CH3:30])[CH3:29])=[O:26])[CH2:18]OS(C)(=O)=O)(=O)=O.COCCOC.